This data is from Catalyst prediction with 721,799 reactions and 888 catalyst types from USPTO. The task is: Predict which catalyst facilitates the given reaction. (1) Reactant: C([O:8][N:9]1[C:18]2[C:13](=[CH:14][C:15]([Br:19])=[CH:16][N:17]=2)[C:12]([OH:20])=[C:11]([C:21]2[CH:26]=[CH:25][CH:24]=[CH:23][CH:22]=2)[C:10]1=[O:27])C1C=CC=CC=1.Br.CC(O)=O. Product: [Br:19][C:15]1[CH:14]=[C:13]2[C:18](=[N:17][CH:16]=1)[N:9]([OH:8])[C:10](=[O:27])[C:11]([C:21]1[CH:26]=[CH:25][CH:24]=[CH:23][CH:22]=1)=[C:12]2[OH:20]. The catalyst class is: 52. (2) Reactant: [H-].[Na+].[CH3:3][O:4][C:5]1[CH:46]=[CH:45][C:8]([CH2:9][O:10][C:11]2[N:16]=[C:15]([C:17]3[CH:30]=[CH:29][CH:28]=[C:27]4[C:18]=3[S:19][C:20]3[CH:21]=[CH:22][C:23]([NH:31][C:32](=[O:38])[O:33][C:34]([CH3:37])([CH3:36])[CH3:35])=[CH:24][C:25]=3[CH2:26]4)[CH:14]=[C:13]([N:39]3[CH2:44][CH2:43][O:42][CH2:41][CH2:40]3)[CH:12]=2)=[CH:7][CH:6]=1.IC.[C:49](OCC)(=O)C. Product: [CH3:3][O:4][C:5]1[CH:46]=[CH:45][C:8]([CH2:9][O:10][C:11]2[N:16]=[C:15]([C:17]3[CH:30]=[CH:29][CH:28]=[C:27]4[C:18]=3[S:19][C:20]3[CH:21]=[CH:22][C:23]([N:31]([CH3:49])[C:32](=[O:38])[O:33][C:34]([CH3:37])([CH3:35])[CH3:36])=[CH:24][C:25]=3[CH2:26]4)[CH:14]=[C:13]([N:39]3[CH2:40][CH2:41][O:42][CH2:43][CH2:44]3)[CH:12]=2)=[CH:7][CH:6]=1. The catalyst class is: 9.